Predict the reactants needed to synthesize the given product. From a dataset of Full USPTO retrosynthesis dataset with 1.9M reactions from patents (1976-2016). (1) Given the product [CH2:36]([N:38]1[CH2:43][CH2:42][N:41]([CH2:1][C:3]2[O:7][CH:6]=[C:5]([C:8]3[CH:9]=[N:10][N:11]4[C:16]([C:17]5[CH:18]=[C:19]([NH:23][C:24](=[O:35])[C:25]6[CH:30]=[CH:29][CH:28]=[C:27]([C:31]([F:34])([F:33])[F:32])[CH:26]=6)[CH:20]=[CH:21][CH:22]=5)=[CH:15][CH:14]=[N:13][C:12]=34)[CH:4]=2)[CH2:40][CH2:39]1)[CH3:37], predict the reactants needed to synthesize it. The reactants are: [CH:1]([C:3]1[O:7][CH:6]=[C:5]([C:8]2[CH:9]=[N:10][N:11]3[C:16]([C:17]4[CH:18]=[C:19]([NH:23][C:24](=[O:35])[C:25]5[CH:30]=[CH:29][CH:28]=[C:27]([C:31]([F:34])([F:33])[F:32])[CH:26]=5)[CH:20]=[CH:21][CH:22]=4)=[CH:15][CH:14]=[N:13][C:12]=23)[CH:4]=1)=O.[CH2:36]([N:38]1[CH2:43][CH2:42][NH:41][CH2:40][CH2:39]1)[CH3:37]. (2) Given the product [NH2:30][C:26]1[CH:25]=[CH:24][CH:23]=[C:22]2[C:27]=1[C:28](=[O:29])[C:10]1([NH:9][C:7](=[O:8])[C:6]3[CH:34]=[CH:35][CH:36]=[C:4]([Cl:3])[CH:5]=3)[C:14]3[CH:15]=[CH:16][C:17]([CH:19]([CH3:21])[CH3:20])=[CH:18][C:13]=3[O:12][C:11]12[OH:33], predict the reactants needed to synthesize it. The reactants are: Cl.O.[Cl:3][C:4]1[CH:5]=[C:6]([CH:34]=[CH:35][CH:36]=1)[C:7]([NH:9][C:10]12[C:28](=[O:29])[C:27]3[C:22](=[CH:23][CH:24]=[CH:25][C:26]=3[N+:30]([O-])=O)[C:11]1([OH:33])[O:12][C:13]1[CH:18]=[C:17]([CH:19]([CH3:21])[CH3:20])[CH:16]=[CH:15][C:14]=12)=[O:8]. (3) Given the product [NH2:18][C:7]1[CH:6]=[C:5]([CH:10]=[CH:9][C:8]=1[N+:11]([O-:13])=[O:12])[C:4]([N:3]([CH2:16][CH3:17])[CH2:1][CH3:2])=[O:15], predict the reactants needed to synthesize it. The reactants are: [CH2:1]([N:3]([CH2:16][CH3:17])[C:4](=[O:15])[C:5]1[CH:10]=[CH:9][C:8]([N+:11]([O-:13])=[O:12])=[C:7](F)[CH:6]=1)[CH3:2].[NH4+:18].[OH-].CCO. (4) Given the product [CH3:33][N:34]([CH3:41])[CH:35]1[CH2:40][CH2:39][N:38]([C:24]([NH:23][C:19]2[CH:18]=[C:17]([O:16][C:13]3[CH:14]=[N:15][C:10]([NH:9][C:8]([NH:7][C:1](=[O:6])[C:2]([CH3:3])([CH3:5])[CH3:4])=[O:30])=[CH:11][CH:12]=3)[CH:22]=[CH:21][N:20]=2)=[O:29])[CH2:37][CH2:36]1, predict the reactants needed to synthesize it. The reactants are: [C:1]([NH:7][C:8](=[O:30])[NH:9][C:10]1[N:15]=[CH:14][C:13]([O:16][C:17]2[CH:22]=[CH:21][N:20]=[C:19]([NH:23][C:24](=[O:29])OC(C)=C)[CH:18]=2)=[CH:12][CH:11]=1)(=[O:6])[C:2]([CH3:5])([CH3:4])[CH3:3].Cl.Cl.[CH3:33][N:34]([CH3:41])[CH:35]1[CH2:40][CH2:39][NH:38][CH2:37][CH2:36]1.CN1CCCC1. (5) Given the product [N:15]1[CH:16]=[CH:17][CH:18]=[CH:19][C:14]=1[CH2:13][N:7]1[CH2:8][CH2:9][C:10]2[S:2][CH:3]=[CH:4][C:5]=2[CH2:6]1, predict the reactants needed to synthesize it. The reactants are: Cl.[S:2]1[C:10]2[CH2:9][CH2:8][NH:7][CH2:6][C:5]=2[CH:4]=[CH:3]1.Br.Br[CH2:13][C:14]1[CH:19]=[CH:18][CH:17]=[CH:16][N:15]=1.C([O-])([O-])=O.[K+].[K+]. (6) Given the product [O:27]=[C:25]([N:10]1[CH2:36][CH2:28][N:29]([C:37]2[CH:43]=[CH:47][CH:48]=[CH:40][N:39]=2)[CH2:30][CH2:31]1)[CH2:24][CH2:23][NH:22][C:20]([N:12]1[CH2:11][C:19]2[C:14](=[CH:15][CH:16]=[CH:17][CH:18]=2)[CH2:13]1)=[O:21], predict the reactants needed to synthesize it. The reactants are: C1(CCC[NH2:10])C=CC=CC=1.[CH2:11]1[C:19]2[C:14](=[CH:15][CH:16]=[CH:17][CH:18]=2)[CH2:13][N:12]1[C:20]([NH:22][CH2:23][CH2:24][C:25]([OH:27])=O)=[O:21].[CH2:28]1[C:36]2[C:31](=CC=CC=2)[CH2:30][N:29]1[C:37]([NH:39][C:40]1[CH:48]=[CH:47][C:43](C(O)=O)=CC=1)=O.